Dataset: Full USPTO retrosynthesis dataset with 1.9M reactions from patents (1976-2016). Task: Predict the reactants needed to synthesize the given product. Given the product [F:1][C:2]1[CH:3]=[CH:4][C:5]([O:6][C:7]2[C:8]([C:17]([NH:22][C:23]3[CH:28]=[CH:27][CH:26]=[C:25]([S:29](=[O:31])(=[O:30])[NH2:32])[CH:24]=3)=[O:19])=[N:9][C:10]3[C:15]([N:16]=2)=[CH:14][CH:13]=[CH:12][CH:11]=3)=[CH:20][CH:21]=1, predict the reactants needed to synthesize it. The reactants are: [F:1][C:2]1[CH:21]=[CH:20][C:5]([O:6][C:7]2[C:8]([C:17]([OH:19])=O)=[N:9][C:10]3[C:15]([N:16]=2)=[CH:14][CH:13]=[CH:12][CH:11]=3)=[CH:4][CH:3]=1.[NH2:22][C:23]1[CH:24]=[C:25]([S:29]([NH2:32])(=[O:31])=[O:30])[CH:26]=[CH:27][CH:28]=1.CN(C(ON1N=NC2C=CC=NC1=2)=[N+](C)C)C.F[P-](F)(F)(F)(F)F.CN1CCOCC1.